From a dataset of Forward reaction prediction with 1.9M reactions from USPTO patents (1976-2016). Predict the product of the given reaction. Given the reactants C([O:4][CH2:5][C:6]1[C:11]([C:12]2[CH:17]=[C:16]([NH:18][C:19]3[CH:24]=[CH:23][C:22]([CH:25]4[CH2:30][CH2:29][N:28]([CH2:31][CH3:32])[CH2:27][CH2:26]4)=[CH:21][N:20]=3)[C:15](=[O:33])[N:14]([CH3:34])[N:13]=2)=[CH:10][CH:9]=[CH:8][C:7]=1[N:35]1[N:44]=[CH:43][C:42]2[C:37](=[C:38]([F:49])[CH:39]=[C:40]([C:45]([CH3:48])([CH3:47])[CH3:46])[CH:41]=2)[C:36]1=[O:50])(=O)C.C(=O)([O-])[O-].[K+].[K+], predict the reaction product. The product is: [C:45]([C:40]1[CH:41]=[C:42]2[C:37](=[C:38]([F:49])[CH:39]=1)[C:36](=[O:50])[N:35]([C:7]1[CH:8]=[CH:9][CH:10]=[C:11]([C:12]3[CH:17]=[C:16]([NH:18][C:19]4[N:20]=[CH:21][C:22]([CH:25]5[CH2:30][CH2:29][N:28]([CH2:31][CH3:32])[CH2:27][CH2:26]5)=[CH:23][CH:24]=4)[C:15](=[O:33])[N:14]([CH3:34])[N:13]=3)[C:6]=1[CH2:5][OH:4])[N:44]=[CH:43]2)([CH3:46])([CH3:47])[CH3:48].